This data is from Catalyst prediction with 721,799 reactions and 888 catalyst types from USPTO. The task is: Predict which catalyst facilitates the given reaction. Reactant: C(NC1C=C(C=C(C2OC=CN=2)C=1)[C:13]([NH:15][C@@H:16]([CH2:44][C:45]1[CH:50]=[CH:49][CH:48]=[CH:47][CH:46]=1)[C@@H:17]([C@H:26]1[CH2:30][C@@H:29]([S:31]([CH2:34][CH2:35][CH3:36])(=[O:33])=[O:32])[CH2:28][N:27]1C(OC(C)(C)C)=O)[O:18][Si](C(C)(C)C)(C)C)=[O:14])(=O)C1C=CC=CC=1.[CH2:59]([N:62]([CH2:79][CH2:80][CH3:81])[C:63]([C:65]1[CH:66]=[C:67]([CH:71]=[C:72]([C:74]2[O:75][CH:76]=[CH:77][N:78]=2)[CH:73]=1)C(O)=O)=[O:64])[CH2:60][CH3:61].CN(C(ON1N=NC2C=CC=NC1=2)=[N+](C)C)C.F[P-](F)(F)(F)(F)F.CCN(C(C)C)C(C)C. Product: [OH:18][C@H:17]([C@H:26]1[CH2:30][C@@H:29]([S:31]([CH2:34][CH2:35][CH3:36])(=[O:33])=[O:32])[CH2:28][NH:27]1)[C@@H:16]([NH:15][C:13](=[O:14])[C:67]1[CH:71]=[C:72]([C:74]2[O:75][CH:76]=[CH:77][N:78]=2)[CH:73]=[C:65]([C:63]([N:62]([CH2:59][CH2:60][CH3:61])[CH2:79][CH2:80][CH3:81])=[O:64])[CH:66]=1)[CH2:44][C:45]1[CH:46]=[CH:47][CH:48]=[CH:49][CH:50]=1. The catalyst class is: 2.